This data is from Peptide-MHC class I binding affinity with 185,985 pairs from IEDB/IMGT. The task is: Regression. Given a peptide amino acid sequence and an MHC pseudo amino acid sequence, predict their binding affinity value. This is MHC class I binding data. (1) The peptide sequence is LAIFGPLWIL. The MHC is Patr-B0101 with pseudo-sequence Patr-B0101. The binding affinity (normalized) is 0.236. (2) The peptide sequence is SQEAEFTGY. The MHC is HLA-B15:01 with pseudo-sequence HLA-B15:01. The binding affinity (normalized) is 0.580.